Task: Regression. Given two drug SMILES strings and cell line genomic features, predict the synergy score measuring deviation from expected non-interaction effect.. Dataset: NCI-60 drug combinations with 297,098 pairs across 59 cell lines (1) Drug 1: CC1=C(C=C(C=C1)NC(=O)C2=CC=C(C=C2)CN3CCN(CC3)C)NC4=NC=CC(=N4)C5=CN=CC=C5. Drug 2: B(C(CC(C)C)NC(=O)C(CC1=CC=CC=C1)NC(=O)C2=NC=CN=C2)(O)O. Cell line: MCF7. Synergy scores: CSS=35.4, Synergy_ZIP=-8.15, Synergy_Bliss=-0.215, Synergy_Loewe=-51.8, Synergy_HSA=-0.319. (2) Drug 1: C1=C(C(=O)NC(=O)N1)F. Drug 2: CCCS(=O)(=O)NC1=C(C(=C(C=C1)F)C(=O)C2=CNC3=C2C=C(C=N3)C4=CC=C(C=C4)Cl)F. Cell line: U251. Synergy scores: CSS=33.8, Synergy_ZIP=-5.33, Synergy_Bliss=-8.06, Synergy_Loewe=-9.24, Synergy_HSA=-7.06. (3) Drug 2: C(CC(=O)O)C(=O)CN.Cl. Cell line: SR. Drug 1: CCCCC(=O)OCC(=O)C1(CC(C2=C(C1)C(=C3C(=C2O)C(=O)C4=C(C3=O)C=CC=C4OC)O)OC5CC(C(C(O5)C)O)NC(=O)C(F)(F)F)O. Synergy scores: CSS=33.5, Synergy_ZIP=-7.25, Synergy_Bliss=-13.7, Synergy_Loewe=-27.8, Synergy_HSA=-13.1. (4) Drug 1: COC1=CC(=CC(=C1O)OC)C2C3C(COC3=O)C(C4=CC5=C(C=C24)OCO5)OC6C(C(C7C(O6)COC(O7)C8=CC=CS8)O)O. Drug 2: CC1C(C(CC(O1)OC2CC(OC(C2O)C)OC3=CC4=CC5=C(C(=O)C(C(C5)C(C(=O)C(C(C)O)O)OC)OC6CC(C(C(O6)C)O)OC7CC(C(C(O7)C)O)OC8CC(C(C(O8)C)O)(C)O)C(=C4C(=C3C)O)O)O)O. Cell line: MDA-MB-435. Synergy scores: CSS=20.5, Synergy_ZIP=-2.35, Synergy_Bliss=1.64, Synergy_Loewe=-41.7, Synergy_HSA=-1.52. (5) Drug 1: CC1C(C(CC(O1)OC2CC(CC3=C2C(=C4C(=C3O)C(=O)C5=C(C4=O)C(=CC=C5)OC)O)(C(=O)C)O)N)O.Cl. Drug 2: C1C(C(OC1N2C=C(C(=O)NC2=O)F)CO)O. Cell line: SK-MEL-5. Synergy scores: CSS=40.0, Synergy_ZIP=-3.54, Synergy_Bliss=-2.04, Synergy_Loewe=-5.07, Synergy_HSA=-1.40.